This data is from Forward reaction prediction with 1.9M reactions from USPTO patents (1976-2016). The task is: Predict the product of the given reaction. (1) Given the reactants [C:1]([C:3]1[CH:21]=[CH:20][C:6]([C:7]([NH:9][C:10]2[CH:19]=[CH:18][C:13]([C:14](OC)=[O:15])=[CH:12][CH:11]=2)=[O:8])=[CH:5][CH:4]=1)#[N:2].O.[NH2:23][NH2:24], predict the reaction product. The product is: [C:1]([C:3]1[CH:21]=[CH:20][C:6]([C:7]([NH:9][C:10]2[CH:19]=[CH:18][C:13]([C:14]([NH:23][NH2:24])=[O:15])=[CH:12][CH:11]=2)=[O:8])=[CH:5][CH:4]=1)#[N:2]. (2) Given the reactants C(N(CC)[C:4](=O)[C:5]1[CH:10]=[CH:9][C:8]([F:11])=[C:7]([F:12])[CH:6]=1)C.Br[C:17]1[CH:22]=[CH:21][CH:20]=[C:19]([CH2:23][CH2:24][CH3:25])[C:18]=1[F:26].BrC1C=CC=CC=1F.[Li+].CC([N-]C(C)C)C.BrC1C(F)=C(C=CC=1)C=O.CC(C)([O-])C.[K+].BrC1C=CC=C(F)C=1F, predict the reaction product. The product is: [F:11][C:8]1[CH:9]=[CH:10][C:5]2[CH2:4][C:22]3[C:17]([C:6]=2[C:7]=1[F:12])=[C:18]([F:26])[C:19]([CH2:23][CH2:24][CH3:25])=[CH:20][CH:21]=3. (3) Given the reactants [O:1]=[C:2]1[NH:6][C:5](=[O:7])[C:4](=[CH:8][C:9]2[CH:14]=[CH:13][C:12]([C:15]3[CH:20]=[CH:19][CH:18]=[C:17]([CH2:21][N:22]([CH3:33])[C:23](=[O:32])[CH2:24][CH2:25][C:26]4[CH:31]=[CH:30][CH:29]=[CH:28][CH:27]=4)[CH:16]=3)=[CH:11][CH:10]=2)[S:3]1, predict the reaction product. The product is: [O:1]=[C:2]1[NH:6][C:5](=[O:7])[CH:4]([CH2:8][C:9]2[CH:14]=[CH:13][C:12]([C:15]3[CH:20]=[CH:19][CH:18]=[C:17]([CH2:21][N:22]([CH3:33])[C:23](=[O:32])[CH2:24][CH2:25][C:26]4[CH:27]=[CH:28][CH:29]=[CH:30][CH:31]=4)[CH:16]=3)=[CH:11][CH:10]=2)[S:3]1. (4) Given the reactants Cl.[NH:2]1[CH:6]=[C:5]([CH2:7][C:8]([OH:10])=[O:9])[N:4]=[CH:3]1.S(Cl)(Cl)=O.[CH2:15](O)[CH3:16], predict the reaction product. The product is: [NH:2]1[CH:6]=[C:5]([CH2:7][C:8]([O:10][CH2:15][CH3:16])=[O:9])[N:4]=[CH:3]1. (5) Given the reactants [NH:1]1[C:5]2[C:6]3[CH:7]=[CH:8][N:9]=[CH:10][C:11]=3[CH2:12][CH2:13][C:4]=2[C:3]([C:14]([OH:16])=O)=[CH:2]1.C1C=CC2N(O)N=[N:23]C=2C=1.N.CN(C(ON1N=NC2C=CC=CC1=2)=[N+](C)C)C.[B-](F)(F)(F)F.CCN(C(C)C)C(C)C, predict the reaction product. The product is: [NH:1]1[C:5]2[C:6]3[CH:7]=[CH:8][N:9]=[CH:10][C:11]=3[CH2:12][CH2:13][C:4]=2[C:3]([C:14]([NH2:23])=[O:16])=[CH:2]1. (6) The product is: [Br:1][C:2]1[CH:3]=[CH:4][C:5]([C:8]2([NH2:9])[CH2:11][CH2:10]2)=[N:6][CH:7]=1. Given the reactants [Br:1][C:2]1[CH:3]=[CH:4][C:5]([C:8]#[N:9])=[N:6][CH:7]=1.[CH2:10]([Mg]Br)[CH3:11].B(F)(F)F.CCOCC, predict the reaction product. (7) Given the reactants Cl[C:2]1[N:11]=[CH:10][C:9]2[N:8]3[CH:12]=[N:13][N:14]=[C:7]3[C@@H:6]([CH2:15][CH3:16])[N:5]([CH:17]3[CH2:21][CH2:20][CH2:19][CH2:18]3)[C:4]=2[N:3]=1.[CH:22]1([NH2:25])[CH2:24][CH2:23]1.CCN(C(C)C)C(C)C, predict the reaction product. The product is: [CH:17]1([N:5]2[C:4]3[N:3]=[C:2]([NH:25][CH:22]4[CH2:24][CH2:23]4)[N:11]=[CH:10][C:9]=3[N:8]3[CH:12]=[N:13][N:14]=[C:7]3[C@H:6]2[CH2:15][CH3:16])[CH2:21][CH2:20][CH2:19][CH2:18]1. (8) Given the reactants [CH2:1]([N:8]1[CH2:13][CH2:12][C:11](=[O:14])[CH2:10][C:9]1([CH3:16])[CH3:15])[C:2]1[CH:7]=[CH:6][CH:5]=[CH:4][CH:3]=1.[H-].[Al+3].[Li+].[H-].[H-].[H-], predict the reaction product. The product is: [CH2:1]([N:8]1[CH2:13][CH2:12][CH:11]([OH:14])[CH2:10][C:9]1([CH3:16])[CH3:15])[C:2]1[CH:3]=[CH:4][CH:5]=[CH:6][CH:7]=1. (9) Given the reactants [CH:1]12[CH2:9][CH2:8][CH:5]([CH:6]=[CH:7]1)[C:4](=[O:10])[CH2:3][C:2]2=[O:11].C1(C)C=CC=CC=1.C([O-])(=O)C.C([O-])(=O)C.C([O-])(=O)C.[Br:31][C:32]1[CH:33]=[CH:34][C:35]([CH2:39][CH3:40])=[C:36]([Pb+3])[CH:37]=1.Cl, predict the reaction product. The product is: [Br:31][C:32]1[CH:37]=[CH:36][C:35]([CH2:39][CH3:40])=[C:34]([CH:3]2[C:2](=[O:11])[CH:1]3[CH2:9][CH2:8][CH:5]([CH:6]=[CH:7]3)[C:4]2=[O:10])[CH:33]=1. (10) Given the reactants [C:1]([O:5][C:6]([N:8]1[CH2:13][CH2:12][CH2:11][CH:10]([CH2:14][O:15][C:16]2[CH:25]=[C:24]([O:26][CH2:27][CH2:28][F:29])[CH:23]=[CH:22][C:17]=2[C:18]([O:20]C)=[O:19])[CH2:9]1)=[O:7])([CH3:4])([CH3:3])[CH3:2].O[Li].O.O, predict the reaction product. The product is: [C:1]([O:5][C:6]([N:8]1[CH2:13][CH2:12][CH2:11][CH:10]([CH2:14][O:15][C:16]2[CH:25]=[C:24]([O:26][CH2:27][CH2:28][F:29])[CH:23]=[CH:22][C:17]=2[C:18]([OH:20])=[O:19])[CH2:9]1)=[O:7])([CH3:4])([CH3:3])[CH3:2].